Dataset: Catalyst prediction with 721,799 reactions and 888 catalyst types from USPTO. Task: Predict which catalyst facilitates the given reaction. (1) Reactant: [Cl:1][C:2]1[CH:9]=[CH:8][C:7]([Cl:10])=[CH:6][C:3]=1[CH2:4]Br.[C-:11]#[N:12].[K+]. Product: [Cl:1][C:2]1[CH:9]=[CH:8][C:7]([Cl:10])=[CH:6][C:3]=1[CH2:4][C:11]#[N:12]. The catalyst class is: 40. (2) Reactant: [OH:1][C:2]1[CH:3]=[C:4]([C:13]2[N:14]=[C:15]3[C:21]([C:22](=[O:27])[C:23]([CH3:26])([CH3:25])[CH3:24])=[CH:20][N:19]([CH2:28][O:29][CH2:30][CH2:31][Si:32]([CH3:35])([CH3:34])[CH3:33])[C:16]3=[N:17][CH:18]=2)[CH:5]=[C:6]([N:8]2[CH2:12][CH2:11][CH2:10][CH2:9]2)[CH:7]=1.[CH3:36][S:37][CH2:38][CH2:39]O.C1(P(C2C=CC=CC=2)C2C=CC=CC=2)C=CC=CC=1.N(C(OC(C)C)=O)=NC(OC(C)C)=O. Product: [CH3:25][C:23]([CH3:26])([CH3:24])[C:22]([C:21]1[C:15]2[C:16](=[N:17][CH:18]=[C:13]([C:4]3[CH:5]=[C:6]([N:8]4[CH2:12][CH2:11][CH2:10][CH2:9]4)[CH:7]=[C:2]([O:1][CH2:39][CH2:38][S:37][CH3:36])[CH:3]=3)[N:14]=2)[N:19]([CH2:28][O:29][CH2:30][CH2:31][Si:32]([CH3:35])([CH3:34])[CH3:33])[CH:20]=1)=[O:27]. The catalyst class is: 1. (3) Reactant: [CH2:1]1[CH:5]2[CH2:6][C:7]3[NH:8][C:9]4[C:14]([C:15]=3[CH2:16][N:4]2[CH2:3][CH2:2]1)=[CH:13][CH:12]=[CH:11][N:10]=4.[H-].[Na+].[O:19]1[CH2:21][CH:20]1[C:22]1[CH:27]=[CH:26][N:25]=[CH:24][CH:23]=1. Product: [N:25]1[CH:26]=[CH:27][C:22]([CH:20]([OH:19])[CH2:21][N:8]2[C:7]3[CH2:6][CH:5]4[N:4]([CH2:3][CH2:2][CH2:1]4)[CH2:16][C:15]=3[C:14]3[CH:13]=[CH:12][CH:11]=[N:10][C:9]2=3)=[CH:23][CH:24]=1. The catalyst class is: 3. (4) Reactant: [CH2:1]([O:8][CH2:9][C:10]1[N:15]=[C:14]([NH2:16])[N:13]=[C:12]([NH2:17])[C:11]=1[C:18]1[CH:23]=[CH:22][C:21]([N+:24]([O-])=O)=[CH:20][CH:19]=1)[C:2]1[CH:7]=[CH:6][CH:5]=[CH:4][CH:3]=1. Product: [NH2:24][C:21]1[CH:22]=[CH:23][C:18]([C:11]2[C:12]([NH2:17])=[N:13][C:14]([NH2:16])=[N:15][C:10]=2[CH2:9][O:8][CH2:1][C:2]2[CH:7]=[CH:6][CH:5]=[CH:4][CH:3]=2)=[CH:19][CH:20]=1. The catalyst class is: 105. (5) Reactant: [Cl:1][C:2]1[CH:3]=[CH:4][C:5]2[N:6]([CH:8]=[C:9]([NH:11][C:12](=[O:21])[CH2:13][CH2:14][CH:15]3[CH2:20][CH2:19][CH2:18][CH2:17][NH:16]3)[N:10]=2)[N:7]=1.[C:22](O)(=O)[CH3:23].C(=O)C.C([BH3-])#N.[Na+]. Product: [Cl:1][C:2]1[CH:3]=[CH:4][C:5]2[N:6]([CH:8]=[C:9]([NH:11][C:12](=[O:21])[CH2:13][CH2:14][CH:15]3[CH2:20][CH2:19][CH2:18][CH2:17][N:16]3[CH2:22][CH3:23])[N:10]=2)[N:7]=1. The catalyst class is: 5. (6) Reactant: Cl[C:2]1[C:3]2[CH:10]=[CH:9][NH:8][C:4]=2[N:5]=[CH:6][N:7]=1.C1(C)C=CC(S(O)=O)=CC=1.[Na].[C-:22]#[N:23].[K+]. Product: [N:5]1[C:4]2[NH:8][CH:9]=[CH:10][C:3]=2[C:2]([C:22]#[N:23])=[N:7][CH:6]=1. The catalyst class is: 58. (7) Reactant: [H-].[Al+3].[Li+].[H-].[H-].[H-].[Cl-].[Al+3].[Cl-].[Cl-].[F:11][C:12]1[CH:17]=[CH:16][CH:15]=[CH:14][C:13]=1[N:18]1[C:22]([S:23]([C:26]2[CH:31]=[CH:30][CH:29]=[C:28]([O:32][CH3:33])[CH:27]=2)(=[O:25])=[O:24])=[CH:21][C:20]([C:34]([NH:36][CH3:37])=O)=[N:19]1.[OH-:38].[Na+].S([O-])([O-])(=O)=[O:41].[Mg+2].[OH2:46]. Product: [C:28]([OH:32])(=[O:41])/[CH:29]=[CH:30]/[C:31]([OH:46])=[O:38].[F:11][C:12]1[CH:17]=[CH:16][CH:15]=[CH:14][C:13]=1[N:18]1[C:22]([S:23]([C:26]2[CH:31]=[CH:30][CH:29]=[C:28]([O:32][CH3:33])[CH:27]=2)(=[O:24])=[O:25])=[CH:21][C:20]([CH2:34][NH:36][CH3:37])=[N:19]1. The catalyst class is: 7.